Dataset: Reaction yield outcomes from USPTO patents with 853,638 reactions. Task: Predict the reaction yield, written as a fraction of the theoretical maximum amount of product (1.0 means a 100% yield; for example, 0.34 means a 34% yield). (1) The reactants are [NH2:1][C:2]1[C:7]([C:8]([C:10]2[C:15]([O:16][CH3:17])=[CH:14][CH:13]=[C:12]([F:18])[C:11]=2[F:19])=[O:9])=[CH:6][N:5]=[C:4](S(CC)=O)[N:3]=1.[NH2:24][CH:25]1[CH2:30][CH2:29][N:28]([C:31]([O:33][C:34]([CH3:37])([CH3:36])[CH3:35])=[O:32])[CH2:27][CH2:26]1. The catalyst is CN1CCCC1=O.O. The product is [C:34]([O:33][C:31]([N:28]1[CH2:29][CH2:30][CH:25]([NH:24][C:4]2[N:3]=[C:2]([NH2:1])[C:7]([C:8](=[O:9])[C:10]3[C:15]([O:16][CH3:17])=[CH:14][CH:13]=[C:12]([F:18])[C:11]=3[F:19])=[CH:6][N:5]=2)[CH2:26][CH2:27]1)=[O:32])([CH3:37])([CH3:35])[CH3:36]. The yield is 0.800. (2) The reactants are [C:1]([NH:9][C:10]1[CH:15]=[CH:14][C:13]([C:16]2[CH:24]=[C:23]3[C:19]([CH2:20][N:21]([C@@H:26]([CH:31]([CH3:33])[CH3:32])[C:27]([O:29][CH3:30])=[O:28])[C:22]3=[O:25])=[CH:18][CH:17]=2)=[CH:12][CH:11]=1)(=[O:8])[C:2]1[CH:7]=[CH:6][CH:5]=[CH:4][CH:3]=1.NC1C=CC(C2C=[C:48]3C(CN([C@@H](C(C)C)C(OC)=O)[C:47]3=[O:50])=CC=2)=CC=1.C[O:60][C:61]1C=C(C=C(OC)[CH:69]=1)C(Cl)=O. No catalyst specified. The product is [CH2:47]([O:50][C:6]1[CH:7]=[C:2]([CH:3]=[C:4]([O:60][CH2:61][CH3:69])[CH:5]=1)[C:1]([NH:9][C:10]1[CH:11]=[CH:12][C:13]([C:16]2[CH:24]=[C:23]3[C:19]([CH2:20][N:21]([C@@H:26]([CH:31]([CH3:33])[CH3:32])[C:27]([O:29][CH3:30])=[O:28])[C:22]3=[O:25])=[CH:18][CH:17]=2)=[CH:14][CH:15]=1)=[O:8])[CH3:48]. The yield is 0.770.